From a dataset of NCI-60 drug combinations with 297,098 pairs across 59 cell lines. Regression. Given two drug SMILES strings and cell line genomic features, predict the synergy score measuring deviation from expected non-interaction effect. (1) Drug 1: CC12CCC3C(C1CCC2=O)CC(=C)C4=CC(=O)C=CC34C. Drug 2: C1=CN(C=N1)CC(O)(P(=O)(O)O)P(=O)(O)O. Cell line: SK-OV-3. Synergy scores: CSS=0.0765, Synergy_ZIP=-10.7, Synergy_Bliss=-22.4, Synergy_Loewe=-21.5, Synergy_HSA=-21.7. (2) Drug 1: CCC1(CC2CC(C3=C(CCN(C2)C1)C4=CC=CC=C4N3)(C5=C(C=C6C(=C5)C78CCN9C7C(C=CC9)(C(C(C8N6C=O)(C(=O)OC)O)OC(=O)C)CC)OC)C(=O)OC)O.OS(=O)(=O)O. Drug 2: C1=CN(C=N1)CC(O)(P(=O)(O)O)P(=O)(O)O. Cell line: SNB-75. Synergy scores: CSS=0.127, Synergy_ZIP=0.0957, Synergy_Bliss=-0.990, Synergy_Loewe=-1.35, Synergy_HSA=-1.78.